The task is: Predict the reactants needed to synthesize the given product.. This data is from Full USPTO retrosynthesis dataset with 1.9M reactions from patents (1976-2016). (1) Given the product [Cl:31][C:14]1[CH:15]=[C:16]2[C:8]([C:5]3[N:4]=[C:3]([NH:18][CH:19]([C:24]4([CH3:30])[CH2:29][CH2:28][CH2:27][CH2:26][CH2:25]4)[CH2:20][C:21]([OH:23])=[O:22])[C:2]([F:1])=[CH:7][N:6]=3)=[CH:9][NH:10][C:11]2=[N:12][CH:13]=1, predict the reactants needed to synthesize it. The reactants are: [F:1][C:2]1[C:3]([NH:18][CH:19]([C:24]2([CH3:30])[CH2:29][CH2:28][CH2:27][CH2:26][CH2:25]2)[CH2:20][C:21]([OH:23])=[O:22])=[N:4][C:5]([C:8]2[C:16]3[C:11](=[N:12][CH:13]=[C:14](F)[CH:15]=3)[NH:10][CH:9]=2)=[N:6][CH:7]=1.[Cl:31]C1C=C2C(B3OC(C)(C)C(C)(C)O3)=CN(S(C3C=CC(C)=CC=3)(=O)=O)C2=NC=1.FC1C=C2C(B3OC(C)(C)C(C)(C)O3)=CN(S(C3C=CC(C)=CC=3)(=O)=O)C2=NC=1.C(O)=O. (2) The reactants are: Cl[C:2]1[C:6]([C:7](=[O:9])[CH3:8])=[CH:5][N:4]([CH2:10][C:11]2[CH:16]=[CH:15][C:14]([O:17][CH3:18])=[CH:13][CH:12]=2)[N:3]=1.[CH2:19]([NH2:22])[CH:20]=[CH2:21]. Given the product [CH2:19]([NH:22][C:2]1[C:6]([C:7](=[O:9])[CH3:8])=[CH:5][N:4]([CH2:10][C:11]2[CH:16]=[CH:15][C:14]([O:17][CH3:18])=[CH:13][CH:12]=2)[N:3]=1)[CH:20]=[CH2:21], predict the reactants needed to synthesize it. (3) Given the product [Br:1][C:2]1[CH:21]=[CH:20][CH:19]=[CH:18][C:3]=1[CH2:4][N:5]1[C:10]2[N:11]=[C:12]([S:24]([CH3:28])(=[O:26])=[O:23])[N:13]=[CH:14][C:9]=2[CH:8]=[CH:7][C:6]1=[O:17], predict the reactants needed to synthesize it. The reactants are: [Br:1][C:2]1[CH:21]=[CH:20][CH:19]=[CH:18][C:3]=1[CH2:4][N:5]1[C:10]2[N:11]=[C:12](SC)[N:13]=[CH:14][C:9]=2[CH:8]=[CH:7][C:6]1=[O:17].O[O:23][S:24]([O-:26])=O.[K+].[CH3:28]O. (4) Given the product [Br:20][CH2:12][C:11]1[CH:10]=[CH:9][C:4]([C:5]([O:7][CH3:8])=[O:6])=[CH:3][C:2]=1[I:1], predict the reactants needed to synthesize it. The reactants are: [I:1][C:2]1[CH:3]=[C:4]([CH:9]=[CH:10][C:11]=1[CH3:12])[C:5]([O:7][CH3:8])=[O:6].C1C(=O)N([Br:20])C(=O)C1.N(C(C)(C)C#N)=NC(C)(C)C#N.C(=O)([O-])[O-].[K+].[K+]. (5) Given the product [Cl:1][C:2]1[CH:7]=[C:6]([Cl:8])[CH:5]=[CH:4][C:3]=1[C:9]([C:11]1[C:19]2[C:14](=[N:15][CH:16]=[C:17]([O:20][C:21]3[CH:22]=[CH:23][CH:24]=[CH:25][CH:26]=3)[CH:18]=2)[NH:13][CH:12]=1)=[O:10], predict the reactants needed to synthesize it. The reactants are: [Cl:1][C:2]1[CH:7]=[C:6]([Cl:8])[CH:5]=[CH:4][C:3]=1[CH:9]([C:11]1[C:19]2[C:14](=[N:15][CH:16]=[C:17]([O:20][C:21]3[CH:26]=[CH:25][CH:24]=[CH:23][CH:22]=3)[CH:18]=2)[NH:13][CH:12]=1)[OH:10].CC(OI1(OC(C)=O)(OC(C)=O)OC(=O)C2C=CC=CC1=2)=O.O. (6) Given the product [C:1]([CH:3]([C:4]1[CH:9]=[CH:8][CH:7]=[CH:6][C:5]=1[O:10][CH3:11])[NH:12][C:13]([C@@H:15]1[CH2:20][CH2:19][CH2:18][CH2:17][C@H:16]1[C:21]([N:24]1[CH2:29][CH2:28][O:27][CH2:26][CH2:25]1)=[O:23])=[O:14])#[N:2], predict the reactants needed to synthesize it. The reactants are: [C:1]([CH:3]([NH:12][C:13]([C@@H:15]1[CH2:20][CH2:19][CH2:18][CH2:17][C@H:16]1[C:21]([OH:23])=O)=[O:14])[C:4]1[CH:9]=[CH:8][CH:7]=[CH:6][C:5]=1[O:10][CH3:11])#[N:2].[NH:24]1[CH2:29][CH2:28][O:27][CH2:26][CH2:25]1.C(N(CC)C(C)C)(C)C.ON1C2C=CC=CC=2N=N1. (7) Given the product [Br:1][C:2]1[CH:3]=[C:4]2[C:17](=[CH:18][CH:19]=1)[O:16][C:15]([CH3:21])([CH3:20])[C:11]1([CH2:12][O:13][CH2:14]1)[C:5]12[CH2:9][O:8][C:7]([N:10]([C:22]([O:24][C:25]([CH3:28])([CH3:27])[CH3:26])=[O:23])[C:22]([O:24][C:25]([CH3:28])([CH3:27])[CH3:26])=[O:23])=[N:6]1, predict the reactants needed to synthesize it. The reactants are: [Br:1][C:2]1[CH:3]=[C:4]2[C:17](=[CH:18][CH:19]=1)[O:16][C:15]([CH3:21])([CH3:20])[C:11]1([CH2:14][O:13][CH2:12]1)[C:5]12[CH2:9][O:8][C:7]([NH2:10])=[N:6]1.[C:22](O[C:22]([O:24][C:25]([CH3:28])([CH3:27])[CH3:26])=[O:23])([O:24][C:25]([CH3:28])([CH3:27])[CH3:26])=[O:23].